From a dataset of Forward reaction prediction with 1.9M reactions from USPTO patents (1976-2016). Predict the product of the given reaction. (1) Given the reactants [H-].[CH2:7]([Al+][CH2:7][CH:8]([CH3:10])[CH3:9])[CH:8]([CH3:10])[CH3:9].C1(C)C=CC=CC=1.[OH-:18].[Na+].C=[O:21].[O:22]1CC[CH2:24][CH2:23]1, predict the reaction product. The product is: [OH:18][CH2:10][C:8]1([CH2:7][OH:21])[CH2:9][CH2:24][CH2:23][O:22]1. (2) Given the reactants [NH2:1][CH2:2][CH2:3][N:4]([CH2:17][C:18]([F:21])([F:20])[F:19])[C:5]1[CH:12]=[CH:11][C:8]([C:9]#[N:10])=[C:7]([C:13]([F:16])([F:15])[F:14])[CH:6]=1.[C:22](Cl)(=[O:29])[C:23]1[CH:28]=[CH:27][CH:26]=[CH:25][CH:24]=1, predict the reaction product. The product is: [C:9]([C:8]1[CH:11]=[CH:12][C:5]([N:4]([CH2:17][C:18]([F:19])([F:20])[F:21])[CH2:3][CH2:2][NH:1][C:22](=[O:29])[C:23]2[CH:28]=[CH:27][CH:26]=[CH:25][CH:24]=2)=[CH:6][C:7]=1[C:13]([F:15])([F:16])[F:14])#[N:10]. (3) Given the reactants [Br:1][C:2]1[CH:3]=[C:4]2[C:9](=[CH:10][CH:11]=1)[N:8]=[C:7](Cl)[CH:6]=[CH:5]2.C(N(CC)CC)C.[CH3:20][C@@H:21]1[O:26][CH2:25][C@H:24]([CH3:27])[NH:23][CH2:22]1, predict the reaction product. The product is: [Br:1][C:2]1[CH:3]=[C:4]2[C:9](=[CH:10][CH:11]=1)[N:8]=[C:7]([N:23]1[C@@H:24]([CH3:27])[CH2:25][O:26][C@@H:21]([CH3:20])[CH2:22]1)[CH:6]=[CH:5]2. (4) Given the reactants [Cl:1][C:2]1[NH:11][C:10]2[C:9](=[O:12])[N:7]([CH3:8])[C:6](=[O:13])[N:5]([CH3:14])[C:4]=2[N:3]=1.[I:15][C:16]1[CH:23]=[CH:22][CH:21]=[CH:20][C:17]=1[CH2:18]Cl.C(=O)([O-])[O-].[K+].[K+].[I-].[K+], predict the reaction product. The product is: [Cl:1][C:2]1[N:11]([CH2:18][C:17]2[CH:20]=[CH:21][CH:22]=[CH:23][C:16]=2[I:15])[C:10]2[C:9](=[O:12])[N:7]([CH3:8])[C:6](=[O:13])[N:5]([CH3:14])[C:4]=2[N:3]=1. (5) Given the reactants CO.C([O:10][C:11]1[C:12]([CH3:23])=[C:13]([CH3:22])[C:14]([NH:18][C:19](=[O:21])[CH3:20])=[N:15][C:16]=1[CH3:17])C1C=CC=CC=1, predict the reaction product. The product is: [OH:10][C:11]1[C:12]([CH3:23])=[C:13]([CH3:22])[C:14]([NH:18][C:19](=[O:21])[CH3:20])=[N:15][C:16]=1[CH3:17]. (6) Given the reactants [NH2:1][C:2]1[C:3]([C:18]([O:20]C)=O)=[N:4][C:5]([CH:8]2[CH2:13][CH2:12][N:11]([C:14](=[O:17])[CH2:15][CH3:16])[CH2:10][CH2:9]2)=[CH:6][N:7]=1.O.[NH2:23][NH2:24], predict the reaction product. The product is: [NH2:1][C:2]1[C:3]([C:18]([NH:23][NH2:24])=[O:20])=[N:4][C:5]([CH:8]2[CH2:9][CH2:10][N:11]([C:14](=[O:17])[CH2:15][CH3:16])[CH2:12][CH2:13]2)=[CH:6][N:7]=1. (7) Given the reactants Br[C:2]1[CH:3]=[N:4][C:5]2[N:6]([CH:8]=[C:9]([CH2:11][O:12][C:13]3[CH:18]=[CH:17][CH:16]=[CH:15][N:14]=3)[N:10]=2)[CH:7]=1.[CH:19]([C:21]1[CH:26]=[CH:25][C:24](B(O)O)=[C:23]([C:30]([F:33])([F:32])[F:31])[CH:22]=1)=[O:20], predict the reaction product. The product is: [N:14]1[CH:15]=[CH:16][CH:17]=[CH:18][C:13]=1[O:12][CH2:11][C:9]1[N:10]=[C:5]2[N:4]=[CH:3][C:2]([C:24]3[CH:25]=[CH:26][C:21]([CH:19]=[O:20])=[CH:22][C:23]=3[C:30]([F:31])([F:33])[F:32])=[CH:7][N:6]2[CH:8]=1. (8) Given the reactants [NH2:1][CH2:2][C@H:3]([C:5]1[CH:10]=[CH:9][CH:8]=[C:7]([Cl:11])[CH:6]=1)[OH:4], predict the reaction product. The product is: [NH2:1][CH2:2][C@@H:3]([C:5]1[CH:10]=[CH:9][CH:8]=[C:7]([Cl:11])[CH:6]=1)[OH:4]. (9) The product is: [CH3:15][C:12]1[CH:11]=[CH:10][C:9]([N:8]2[CH:4]=[CH:5][NH:6][C:7]2=[O:16])=[CH:14][CH:13]=1. Given the reactants C(O[CH:4](OCC)[CH2:5][NH:6][C:7](=[O:16])[NH:8][C:9]1[CH:14]=[CH:13][C:12]([CH3:15])=[CH:11][CH:10]=1)C.C(=O)(O)[O-].[Na+], predict the reaction product. (10) Given the reactants C([O:3][C:4]([C:6]1([NH:17][C:18]([O:20][C:21]([CH3:24])([CH3:23])[CH3:22])=[O:19])[CH2:9][N:8]([C:10]([O:12][C:13]([CH3:16])([CH3:15])[CH3:14])=[O:11])[CH2:7]1)=O)C.[Li+].[BH4-].Cl, predict the reaction product. The product is: [C:13]([O:12][C:10]([N:8]1[CH2:9][C:6]([NH:17][C:18]([O:20][C:21]([CH3:24])([CH3:23])[CH3:22])=[O:19])([CH2:4][OH:3])[CH2:7]1)=[O:11])([CH3:15])([CH3:16])[CH3:14].